Regression/Classification. Given a drug SMILES string, predict its toxicity properties. Task type varies by dataset: regression for continuous values (e.g., LD50, hERG inhibition percentage) or binary classification for toxic/non-toxic outcomes (e.g., AMES mutagenicity, cardiotoxicity, hepatotoxicity). Dataset: herg_karim. From a dataset of hERG potassium channel inhibition data for cardiac toxicity prediction from Karim et al.. (1) The compound is O=C([C@H]1C[C@H](Oc2ccc(Cl)cc2)CN1)N1CCCN(C2CCC2)CC1. The result is 1 (blocker). (2) The drug is CCn1nc(Cc2ccc(OC)c(OC)c2)cc1C1CCN(C[C@H]2CN([C@@H](C(=O)O)C(C)(C)C)C[C@@H]2c2cccc(F)c2)CC1. The result is 0 (non-blocker). (3) The drug is O=C(c1ccccn1)[C@@]12C[C@H]3C=NN(c4ccc(F)cc4)[C@H]3C=C1CCN(S(=O)(=O)c1cccc(C(F)(F)F)c1)C2. The result is 0 (non-blocker). (4) The compound is C[C@@H]1C[C@H](N)CN(c2ccncc2Nc2ncc3ccc(-c4ncccc4F)nn23)C1. The result is 1 (blocker). (5) The molecule is COc1ccc(S(=O)(=O)N(CCO)c2ccccc2CN(C)CC=Cc2ccc(Cl)cc2)cc1. The result is 1 (blocker). (6) The compound is Cc1coc2c1C(=O)C(=O)c1c-2ccc2c1CCCC2(C)C. The result is 0 (non-blocker). (7) The drug is O=C(O)c1cc2occc2[nH]1. The result is 0 (non-blocker). (8) The molecule is N[C@H]1COCC[C@H]1Nc1cc2cc[nH]c(=O)c2c(Nc2cccc3cc[nH]c23)n1. The result is 0 (non-blocker).